This data is from Reaction yield outcomes from USPTO patents with 853,638 reactions. The task is: Predict the reaction yield, written as a fraction of the theoretical maximum amount of product (1.0 means a 100% yield; for example, 0.34 means a 34% yield). (1) The reactants are [Li+].CC([N-]C(C)C)C.[F:9][C:10]1[CH:16]=[C:15]([I:17])[CH:14]=[CH:13][C:11]=1[NH2:12].[CH:18]1([N:21]2[C:30]3[C:25](=[C:26](F)[CH:27]=[C:28]([F:31])[CH:29]=3)[C:24](=[O:33])[C:23]([OH:34])=[C:22]2[CH3:35])[CH2:20][CH2:19]1. The catalyst is C1COCC1. The product is [CH:18]1([N:21]2[C:30]3[C:25](=[C:26]([NH:12][C:11]4[CH:13]=[CH:14][C:15]([I:17])=[CH:16][C:10]=4[F:9])[CH:27]=[C:28]([F:31])[CH:29]=3)[C:24](=[O:33])[C:23]([OH:34])=[C:22]2[CH3:35])[CH2:20][CH2:19]1. The yield is 0.200. (2) The reactants are [CH3:1][C:2]1([CH3:31])[C:8](=[O:9])[NH:7][C:6]2[N:10]=[CH:11][C:12](/[CH:14]=[CH:15]/[C:16]([N:18]([CH3:30])[CH2:19][C:20]3[S:24][C:23]4[CH:25]=[CH:26][CH:27]=[CH:28][C:22]=4[C:21]=3[CH3:29])=[O:17])=[CH:13][C:5]=2[CH2:4][NH:3]1.[ClH:32]. The yield is 0.960. The product is [ClH:32].[CH3:1][C:2]1([CH3:31])[C:8](=[O:9])[NH:7][C:6]2[N:10]=[CH:11][C:12](/[CH:14]=[CH:15]/[C:16]([N:18]([CH3:30])[CH2:19][C:20]3[S:24][C:23]4[CH:25]=[CH:26][CH:27]=[CH:28][C:22]=4[C:21]=3[CH3:29])=[O:17])=[CH:13][C:5]=2[CH2:4][NH:3]1. The catalyst is C(Cl)Cl.CCOCC. (3) The reactants are [Mg].BrCCBr.Br[CH:7]([CH3:15])[CH2:8][C:9]1[CH:14]=[CH:13][CH:12]=[CH:11][CH:10]=1.O1CCN=C1.[CH3:21][C:22]1([CH3:39])[CH2:26][O:25][C:24]([C:27]2[CH:32]=[C:31]([O:33][CH3:34])[C:30]([O:35][CH3:36])=[CH:29][C:28]=2OC)=[N:23]1. The catalyst is O1CCCC1.CCCCCC.C(OCC)(=O)C. The product is [CH3:36][O:35][C:30]1[C:31]([O:33][CH3:34])=[CH:32][C:27]([C:24]2[O:25][CH2:26][C:22]([CH3:21])([CH3:39])[N:23]=2)=[C:28]([CH:7]([CH3:15])[CH2:8][C:9]2[CH:14]=[CH:13][CH:12]=[CH:11][CH:10]=2)[CH:29]=1. The yield is 0.410. (4) The reactants are [F:1][C:2]1[CH:3]=[C:4]([OH:9])[CH:5]=[CH:6][C:7]=1[F:8].C([Mg]Cl)(C)C.[CH:15]([N:28]1[C:38]2[C:33](=[CH:34][CH:35]=[CH:36][CH:37]=2)[C:31](=[O:32])[C:29]1=[O:30])([C:22]1[CH:27]=[CH:26][CH:25]=[CH:24][CH:23]=1)[C:16]1[CH:21]=[CH:20][CH:19]=[CH:18][CH:17]=1. The catalyst is O1CCCC1. The product is [F:1][C:2]1[C:7]([F:8])=[CH:6][C:5]([C:31]2([OH:32])[C:33]3[C:38](=[CH:37][CH:36]=[CH:35][CH:34]=3)[N:28]([CH:15]([C:16]3[CH:17]=[CH:18][CH:19]=[CH:20][CH:21]=3)[C:22]3[CH:27]=[CH:26][CH:25]=[CH:24][CH:23]=3)[C:29]2=[O:30])=[C:4]([OH:9])[CH:3]=1. The yield is 0.610. (5) The reactants are [CH2:1]([C:3]1[NH:4][C:5]2[C:10]([C:11](=[O:14])[C:12]=1[CH3:13])=[CH:9][C:8]([O:15][C:16]1[CH:21]=[CH:20][C:19]([O:22][C:23]([F:26])([F:25])[F:24])=[CH:18][CH:17]=1)=[C:7]([CH3:27])[CH:6]=2)[CH3:2].[H-].[Na+].Cl[C:31]([O:33][CH3:34])=[O:32]. The catalyst is CC(N(C)C)=O. The product is [C:31](=[O:32])([O:33][CH3:34])[O:14][C:11]1[C:10]2[C:5](=[CH:6][C:7]([CH3:27])=[C:8]([O:15][C:16]3[CH:21]=[CH:20][C:19]([O:22][C:23]([F:24])([F:25])[F:26])=[CH:18][CH:17]=3)[CH:9]=2)[N:4]=[C:3]([CH2:1][CH3:2])[C:12]=1[CH3:13]. The yield is 0.914.